From a dataset of Forward reaction prediction with 1.9M reactions from USPTO patents (1976-2016). Predict the product of the given reaction. Given the reactants [N:1]1[CH:6]=[CH:5][CH:4]=[CH:3][C:2]=1[CH2:7][OH:8].[H-].[Na+].Cl[C:12]1[CH:17]=[CH:16][C:15]([N+:18]([O-:20])=[O:19])=[CH:14][N:13]=1.O, predict the reaction product. The product is: [N+:18]([C:15]1[CH:16]=[CH:17][C:12]([O:8][CH2:7][C:2]2[CH:3]=[CH:4][CH:5]=[CH:6][N:1]=2)=[N:13][CH:14]=1)([O-:20])=[O:19].